Predict the reaction yield, written as a fraction of the theoretical maximum amount of product (1.0 means a 100% yield; for example, 0.34 means a 34% yield). From a dataset of Reaction yield outcomes from USPTO patents with 853,638 reactions. (1) The reactants are [CH3:1][N:2]1[CH:7]=[C:6](B2OC(C)(C)C(C)(C)O2)[CH:5]=[CH:4][C:3]1=[O:17].Br[C:19]1[CH:20]=[CH:21][C:22]([NH2:27])=[N:23][C:24]=1[O:25][CH3:26].C(=O)([O-])[O-].[K+].[K+]. The catalyst is O1CCOCC1. The product is [NH2:27][C:22]1[N:23]=[C:24]([O:25][CH3:26])[C:19]([C:6]2[CH:5]=[CH:4][C:3](=[O:17])[N:2]([CH3:1])[CH:7]=2)=[CH:20][CH:21]=1. The yield is 0.370. (2) The reactants are [Br:1][C:2]1[CH:9]=[CH:8][C:5]([CH:6]=[O:7])=[CH:4][CH:3]=1.[C:10]([O:14][CH3:15])(=[O:13])[CH:11]=[CH2:12].C1N2CCN(CC2)C1. No catalyst specified. The product is [Br:1][C:2]1[CH:9]=[CH:8][C:5]([CH:6]([OH:7])[C:11](=[CH2:12])[C:10]([O:14][CH3:15])=[O:13])=[CH:4][CH:3]=1. The yield is 0.400. (3) The reactants are [NH:1]1[C:9]2[C:4](=[CH:5][CH:6]=[C:7]([C:10]([OH:12])=O)[CH:8]=2)[CH:3]=[N:2]1.[NH:13]1[CH2:18][CH2:17][CH2:16][C@@H:15]2[C:19]3[CH:20]=[CH:21][CH:22]=[CH:23][C:24]=3[CH2:25][C@H:14]12.F[P-](F)(F)(F)(F)F.N1(OC(N(C)C)=[N+](C)C)C2N=CC=CC=2N=N1. No catalyst specified. The product is [N:13]1([C:10]([C:7]2[CH:8]=[C:9]3[C:4]([CH:3]=[N:2][NH:1]3)=[CH:5][CH:6]=2)=[O:12])[CH2:18][CH2:17][CH2:16][C@@H:15]2[C:19]3[CH:20]=[CH:21][CH:22]=[CH:23][C:24]=3[CH2:25][C@H:14]12. The yield is 0.0500. (4) The reactants are O[CH:2]=[C:3]1[C:11]2[C:6](=[CH:7][C:8]([C:12]([C:14]3[CH:15]=[C:16]([NH:20][C:21]([C:23]4[N:24]([CH2:29][CH3:30])[N:25]=[C:26]([CH3:28])[CH:27]=4)=[O:22])[CH:17]=[CH:18][CH:19]=3)=[O:13])=[CH:9][CH:10]=2)[NH:5][C:4]1=[O:31].[CH3:32][N:33]1[CH2:38][CH2:37][N:36]([C:39]2[CH:44]=[CH:43][C:42]([NH2:45])=[CH:41][CH:40]=2)[CH2:35][CH2:34]1. The catalyst is C1COCC1. The product is [CH3:32][N:33]1[CH2:34][CH2:35][N:36]([C:39]2[CH:44]=[CH:43][C:42]([NH:45][CH:2]=[C:3]3[C:11]4[C:6](=[CH:7][C:8]([C:12]([C:14]5[CH:15]=[C:16]([NH:20][C:21]([C:23]6[N:24]([CH2:29][CH3:30])[N:25]=[C:26]([CH3:28])[CH:27]=6)=[O:22])[CH:17]=[CH:18][CH:19]=5)=[O:13])=[CH:9][CH:10]=4)[NH:5][C:4]3=[O:31])=[CH:41][CH:40]=2)[CH2:37][CH2:38]1. The yield is 0.320. (5) The reactants are [C:1]([O:5][C:6]([N:8]1[CH2:13][CH2:12][CH2:11][CH2:10][CH:9]1[CH2:14][OH:15])=[O:7])([CH3:4])([CH3:3])[CH3:2].C[N+]1([O-])CCOCC1. The catalyst is C(Cl)Cl.[Ru]([O-])(=O)(=O)=O.C([N+](CCC)(CCC)CCC)CC. The product is [C:1]([O:5][C:6]([N:8]1[CH2:13][CH2:12][CH2:11][CH2:10][CH:9]1[CH:14]=[O:15])=[O:7])([CH3:4])([CH3:3])[CH3:2]. The yield is 0.700. (6) The reactants are C([O:3][C:4]([C:6]1([C:9]2[CH:14]=[CH:13][C:12]([C:15]3[CH:20]=[CH:19][C:18]([C:21]4[S:22][C:23]([Cl:40])=[CH:24][C:25]=4[NH:26][C:27]([O:29][C@@H:30]([C:32]4[CH:37]=[CH:36][C:35]([F:38])=[CH:34][C:33]=4[F:39])[CH3:31])=[O:28])=[CH:17][C:16]=3[O:41][CH3:42])=[CH:11][CH:10]=2)[CH2:8][CH2:7]1)=[O:5])C.[OH-].[Na+].O1CCCC1.Cl. The catalyst is C(O)(C)C. The product is [Cl:40][C:23]1[S:22][C:21]([C:18]2[CH:19]=[CH:20][C:15]([C:12]3[CH:13]=[CH:14][C:9]([C:6]4([C:4]([OH:5])=[O:3])[CH2:8][CH2:7]4)=[CH:10][CH:11]=3)=[C:16]([O:41][CH3:42])[CH:17]=2)=[C:25]([NH:26][C:27]([O:29][C@@H:30]([C:32]2[CH:37]=[CH:36][C:35]([F:38])=[CH:34][C:33]=2[F:39])[CH3:31])=[O:28])[CH:24]=1. The yield is 0.160.